This data is from Forward reaction prediction with 1.9M reactions from USPTO patents (1976-2016). The task is: Predict the product of the given reaction. (1) Given the reactants Br[C:2]1[CH:3]=[C:4]([O:8][CH3:9])[CH:5]=[CH:6][CH:7]=1.[Li]CCCC.[CH2:15]([N:22]1[CH2:27][CH2:26][C:25](=[O:28])[CH2:24][CH2:23]1)[C:16]1[CH:21]=[CH:20][CH:19]=[CH:18][CH:17]=1, predict the reaction product. The product is: [CH2:15]([N:22]1[CH2:27][CH2:26][C:25]([C:2]2[CH:7]=[CH:6][CH:5]=[C:4]([O:8][CH3:9])[CH:3]=2)([OH:28])[CH2:24][CH2:23]1)[C:16]1[CH:17]=[CH:18][CH:19]=[CH:20][CH:21]=1. (2) Given the reactants [C:1]1([C:6]2[CH:11]=[C:10]([F:12])[CH:9]=[CH:8][C:7]=2[O:13][CH3:14])[CH2:5][CH2:4][CH2:3][CH:2]=1, predict the reaction product. The product is: [CH:1]1([C:6]2[CH:11]=[C:10]([F:12])[CH:9]=[CH:8][C:7]=2[O:13][CH3:14])[CH2:2][CH2:3][CH2:4][CH2:5]1. (3) Given the reactants [CH2:1]([N:3]1[C:7]2=[N:8][C:9]([CH2:62][CH3:63])=[C:10]([CH2:19][NH:20][C:21]([C:23]3[CH:24]=[C:25]([C:29]([NH:31][CH2:32][C:33]4[CH:34]=[C:35]([C:41]5[CH:46]=[CH:45][CH:44]=[C:43]([CH2:47][N:48]6[CH2:54][CH2:53][CH2:52][N:51](C(OC(C)(C)C)=O)[CH2:50][CH2:49]6)[CH:42]=5)[CH:36]=[C:37]([O:39][CH3:40])[CH:38]=4)=[O:30])[CH:26]=[CH:27][CH:28]=3)=[O:22])[C:11]([NH:12][CH:13]3[CH2:18][CH2:17][O:16][CH2:15][CH2:14]3)=[C:6]2[CH:5]=[N:4]1)[CH3:2], predict the reaction product. The product is: [CH2:1]([N:3]1[C:7]2=[N:8][C:9]([CH2:62][CH3:63])=[C:10]([CH2:19][NH:20][C:21]([C:23]3[CH:28]=[CH:27][CH:26]=[C:25]([C:29]([NH:31][CH2:32][C:33]4[CH:34]=[C:35]([C:41]5[CH:46]=[CH:45][CH:44]=[C:43]([CH2:47][N:48]6[CH2:54][CH2:53][CH2:52][NH:51][CH2:50][CH2:49]6)[CH:42]=5)[CH:36]=[C:37]([O:39][CH3:40])[CH:38]=4)=[O:30])[CH:24]=3)=[O:22])[C:11]([NH:12][CH:13]3[CH2:18][CH2:17][O:16][CH2:15][CH2:14]3)=[C:6]2[CH:5]=[N:4]1)[CH3:2]. (4) The product is: [Br:1][C:2]1[N:7]=[C:6]([C:8]([OH:10])=[O:9])[C:5]([O:12][CH3:13])=[CH:4][CH:3]=1. Given the reactants [Br:1][C:2]1[N:7]=[C:6]([C:8]([O:10]C)=[O:9])[C:5]([O:12][CH3:13])=[CH:4][CH:3]=1.O[Li].O, predict the reaction product. (5) Given the reactants [C@H:1]1([NH:10][C:11]2[CH:20]=[CH:19][C:18]3[C:13](=[CH:14][CH:15]=[C:16]([NH2:21])[CH:17]=3)[N:12]=2)[C:9]2[C:4](=[CH:5][CH:6]=[CH:7][CH:8]=2)[CH2:3][CH2:2]1.[CH3:22][O:23][C:24]1[CH:29]=[CH:28][CH:27]=[CH:26][C:25]=1[N:30]=[C:31]=[O:32], predict the reaction product. The product is: [C@H:1]1([NH:10][C:11]2[CH:20]=[CH:19][C:18]3[C:13](=[CH:14][CH:15]=[C:16]([NH:21][C:31]([NH:30][C:25]4[CH:26]=[CH:27][CH:28]=[CH:29][C:24]=4[O:23][CH3:22])=[O:32])[CH:17]=3)[N:12]=2)[C:9]2[C:4](=[CH:5][CH:6]=[CH:7][CH:8]=2)[CH2:3][CH2:2]1. (6) Given the reactants [C:1]([C:3]1[C:4]([CH2:14][CH:15]2[CH2:18][CH2:17][CH2:16]2)=[CH:5][C:6]([CH3:13])=[C:7]([CH:12]=1)[C:8]([O:10][CH3:11])=[O:9])#[N:2].C1COCC1.P(OCC)(OCC)([S-])=[S:25], predict the reaction product. The product is: [C:1]([C:3]1[C:4]([CH2:14][CH:15]2[CH2:16][CH2:17][CH2:18]2)=[CH:5][C:6]([CH3:13])=[C:7]([CH:12]=1)[C:8]([O:10][CH3:11])=[O:9])(=[S:25])[NH2:2]. (7) Given the reactants [CH3:1][O:2][CH2:3][C:4]1[N:5]([CH2:9][C:10]2[CH:15]=[CH:14][C:13]([C:16]3[NH:17][C:18](=[O:28])[C:19]4[CH:20]=[CH:21][CH:22]=[C:23]([C:26]#[N:27])[C:24]=4[CH:25]=3)=[CH:12][CH:11]=2)[CH:6]=[CH:7][N:8]=1.[C:29](O[C:29]([O:31][C:32]([CH3:35])([CH3:34])[CH3:33])=[O:30])([O:31][C:32]([CH3:35])([CH3:34])[CH3:33])=[O:30].C1COCC1.CO.[BH4-].[Na+], predict the reaction product. The product is: [C:32]([O:31][C:29](=[O:30])[NH:27][CH2:26][C:23]1[CH:22]=[CH:21][CH:20]=[C:19]2[C:24]=1[CH:25]=[C:16]([C:13]1[CH:12]=[CH:11][C:10]([CH2:9][N:5]3[CH:6]=[CH:7][N:8]=[C:4]3[CH2:3][O:2][CH3:1])=[CH:15][CH:14]=1)[NH:17][C:18]2=[O:28])([CH3:35])([CH3:34])[CH3:33].